Dataset: Reaction yield outcomes from USPTO patents with 853,638 reactions. Task: Predict the reaction yield, written as a fraction of the theoretical maximum amount of product (1.0 means a 100% yield; for example, 0.34 means a 34% yield). (1) The reactants are [CH3:1][O:2][C:3]1[CH:4]=[C:5]([CH:25]=[CH:26][C:27]=1[O:28][CH3:29])[C:6]1[O:7][C:8]2[C:13]([C:14](=[O:16])[CH:15]=1)=[C:12]([O:17][CH3:18])[C:11]([O:19][CH3:20])=[C:10]([O:21][CH3:22])[C:9]=2[O:23][CH3:24].[N+:30]([O-])([OH:32])=[O:31].S(=O)(=O)(O)O. The catalyst is S(=O)(=O)(O)O. The product is [N+:30]([C:25]1[CH:26]=[C:27]([O:28][CH3:29])[C:3]([O:2][CH3:1])=[CH:4][C:5]=1[C:6]1[O:7][C:8]2[C:13]([C:14](=[O:16])[CH:15]=1)=[C:12]([O:17][CH3:18])[C:11]([O:19][CH3:20])=[C:10]([O:21][CH3:22])[C:9]=2[O:23][CH3:24])([O-:32])=[O:31]. The yield is 0.350. (2) The reactants are [ClH:1].[NH2:2][C:3]1[N:8]=[C:7]([N:9]([CH3:16])[C:10]2[CH:15]=[CH:14][CH:13]=[CH:12][CH:11]=2)[N:6]=[C:5]([C:17]2[N:21]=[C:20]([CH:22]3[CH2:26][CH2:25][N:24](C(OC(C)(C)C)=O)[CH2:23]3)[O:19][N:18]=2)[N:4]=1. The catalyst is O1CCOCC1. The product is [ClH:1].[CH3:16][N:9]([C:10]1[CH:15]=[CH:14][CH:13]=[CH:12][CH:11]=1)[C:7]1[N:8]=[C:3]([NH2:2])[N:4]=[C:5]([C:17]2[N:21]=[C:20]([CH:22]3[CH2:26][CH2:25][NH:24][CH2:23]3)[O:19][N:18]=2)[N:6]=1. The yield is 1.00. (3) The reactants are [NH2:1][C:2]1[C:12](I)=[CH:11][C:10]([Br:14])=[C:4]2[C:5]([NH:7][C:8](=[O:9])[C:3]=12)=[O:6].C([Sn](CCCC)(CCCC)[C:20]1[O:21][CH:22]=[CH:23][CH:24]=1)CCC. The catalyst is C1COCC1.Cl[Pd](Cl)([P](C1C=CC=CC=1)(C1C=CC=CC=1)C1C=CC=CC=1)[P](C1C=CC=CC=1)(C1C=CC=CC=1)C1C=CC=CC=1. The product is [NH2:1][C:2]1[C:12]([C:20]2[O:21][CH:22]=[CH:23][CH:24]=2)=[CH:11][C:10]([Br:14])=[C:4]2[C:5]([NH:7][C:8](=[O:9])[C:3]=12)=[O:6]. The yield is 0.520. (4) The reactants are Br[C:2]1[C:7](Br)=[CH:6][CH:5]=[CH:4][N:3]=1.[CH2:9]([O:16][C:17]1[CH:18]=[C:19]([CH:21]=[CH:22][CH:23]=1)[NH2:20])[C:10]1[CH:15]=[CH:14][CH:13]=[CH:12][CH:11]=1.C1C=CC(P(C2C=CC=CC=2)C2C=CC=CC=2)=CC=1.C1(P(C2CCCCC2)C2CCCCC2)CCCCC1.[H+].[B-](F)(F)(F)F.C1CCN2C(=NCCC2)CC1. The catalyst is CC1C=CC=CC=1C.CC([O-])=O.CC([O-])=O.[Pd+2].CC(N(C)C)=O. The product is [CH2:9]([O:16][C:17]1[CH:18]=[C:19]2[C:21]([C:7]3[CH:6]=[CH:5][CH:4]=[N:3][C:2]=3[NH:20]2)=[CH:22][CH:23]=1)[C:10]1[CH:11]=[CH:12][CH:13]=[CH:14][CH:15]=1. The yield is 0.380. (5) The reactants are C([NH:8][S:9]([C:12]1([C:15]#[CH:16])[CH2:14][CH2:13]1)(=[O:11])=[O:10])(OC(C)(C)C)=O.C(O)(C(F)(F)F)=O. The catalyst is C(Cl)Cl. The product is [C:15]([C:12]1([S:9]([NH2:8])(=[O:11])=[O:10])[CH2:14][CH2:13]1)#[CH:16]. The yield is 0.700. (6) The reactants are Cl[C:2]1[CH:10]=[CH:9][C:8]([O:11][CH2:12][CH:13]2[CH2:18][CH2:17][N:16]([CH3:19])[CH2:15][CH2:14]2)=[C:7]2[C:3]=1[C:4]1[CH:23]=[C:22]([CH3:24])[CH:21]=[N:20][C:5]=1[NH:6]2.[CH2:25]([S:27]([C:30]1[CH:31]=[C:32](B(O)O)[CH:33]=[CH:34][CH:35]=1)(=[O:29])=[O:28])[CH3:26].C1(P(C2CCCCC2)C2CCCCC2)CCCCC1.C([O-])([O-])=O.[Cs+].[Cs+]. The catalyst is CCOC(C)=O.C1C=CC(/C=C/C(/C=C/C2C=CC=CC=2)=O)=CC=1.C1C=CC(/C=C/C(/C=C/C2C=CC=CC=2)=O)=CC=1.[Pd].O1CCOCC1. The product is [CH2:25]([S:27]([C:30]1[CH:35]=[C:34]([C:2]2[CH:10]=[CH:9][C:8]([O:11][CH2:12][CH:13]3[CH2:18][CH2:17][N:16]([CH3:19])[CH2:15][CH2:14]3)=[C:7]3[C:3]=2[C:4]2[CH:23]=[C:22]([CH3:24])[CH:21]=[N:20][C:5]=2[NH:6]3)[CH:33]=[CH:32][CH:31]=1)(=[O:28])=[O:29])[CH3:26]. The yield is 0.750. (7) The reactants are C[Si]([N-][Si](C)(C)C)(C)C.[Na+].C[O:12][C:13](=O)[C:14]1[CH:19]=[C:18]([CH:20]=[CH:21][C:22]([O:24]CC)=[O:23])[CH:17]=[N:16][C:15]=1[NH:27][C:28](=[O:30])[CH3:29].CO.O. The catalyst is C1COCC1. The product is [OH:12][C:13]1[C:14]2[CH:19]=[C:18]([CH:20]=[CH:21][C:22]([OH:24])=[O:23])[CH:17]=[N:16][C:15]=2[NH:27][C:28](=[O:30])[CH:29]=1. The yield is 0.630.